This data is from Forward reaction prediction with 1.9M reactions from USPTO patents (1976-2016). The task is: Predict the product of the given reaction. Given the reactants [C:1]([O:5][C:6]([NH:8][CH2:9][C:10](ON1C(=O)CCC1=O)=[O:11])=[O:7])([CH3:4])([CH3:3])[CH3:2].[NH:20]1[CH2:24][CH2:23][CH2:22][C@H:21]1[C:25]([NH2:27])=[O:26].CCN(C(C)C)C(C)C, predict the reaction product. The product is: [C:25]([C@@H:21]1[CH2:22][CH2:23][CH2:24][N:20]1[C:10](=[O:11])[CH2:9][NH:8][C:6](=[O:7])[O:5][C:1]([CH3:2])([CH3:3])[CH3:4])(=[O:26])[NH2:27].